Dataset: Full USPTO retrosynthesis dataset with 1.9M reactions from patents (1976-2016). Task: Predict the reactants needed to synthesize the given product. The reactants are: F[C:2]1[CH:28]=[CH:27][C:5]2[N:6]=[C:7]([C:9]3[C:10]([NH2:26])=[N:11][CH:12]=[C:13]([C:15]4[CH:16]=[N:17][N:18]([CH:20]5[CH2:25][CH2:24][NH:23][CH2:22][CH2:21]5)[CH:19]=4)[CH:14]=3)[S:8][C:4]=2[CH:3]=1.[Br:29]C1C=CC2SC(I)=NC=2C=1. Given the product [Br:29][C:28]1[CH:2]=[CH:3][C:4]2[S:8][C:7]([C:9]3[C:10]([NH2:26])=[N:11][CH:12]=[C:13]([C:15]4[CH:16]=[N:17][N:18]([CH:20]5[CH2:25][CH2:24][NH:23][CH2:22][CH2:21]5)[CH:19]=4)[CH:14]=3)=[N:6][C:5]=2[CH:27]=1, predict the reactants needed to synthesize it.